Predict the product of the given reaction. From a dataset of Forward reaction prediction with 1.9M reactions from USPTO patents (1976-2016). Given the reactants [Cl:1][C:2]1[CH:3]=[CH:4][C:5]([C:28]([F:31])([F:30])[F:29])=[C:6]([CH:27]=1)[CH2:7][N:8]1[CH2:13][CH2:12][NH:11][C:10]2[N:14]=[CH:15][C:16]([C:18]3[CH:19]=[C:20]([CH:24]=[CH:25][CH:26]=3)[C:21](O)=[O:22])=[CH:17][C:9]1=2.[NH2:32][CH:33]1[CH2:37][CH2:36][N:35]([CH2:38][C:39]2[CH:44]=[CH:43][CH:42]=[CH:41][CH:40]=2)[CH2:34]1, predict the reaction product. The product is: [CH2:38]([N:35]1[CH2:36][CH2:37][CH:33]([NH:32][C:21](=[O:22])[C:20]2[CH:24]=[CH:25][CH:26]=[C:18]([C:16]3[CH:15]=[N:14][C:10]4[NH:11][CH2:12][CH2:13][N:8]([CH2:7][C:6]5[CH:27]=[C:2]([Cl:1])[CH:3]=[CH:4][C:5]=5[C:28]([F:31])([F:30])[F:29])[C:9]=4[CH:17]=3)[CH:19]=2)[CH2:34]1)[C:39]1[CH:44]=[CH:43][CH:42]=[CH:41][CH:40]=1.